Task: Predict the product of the given reaction.. Dataset: Forward reaction prediction with 1.9M reactions from USPTO patents (1976-2016) (1) Given the reactants [BH4-].[Na+].[Cl:3][C:4]1[O:8][C:7]([CH:9]2[C:14]3=[C:15]4[N:31]([CH3:32])[C:30](=[O:33])[N:29]([CH3:34])[C:28](=[O:35])[C:16]4=[C:17]([C:18]4[S:19][CH:20]=[C:21]([C:23](OCC)=[O:24])[N:22]=4)[N:13]3[CH2:12][CH2:11][S:10]2)=[CH:6][CH:5]=1.[Cl-].[Li+], predict the reaction product. The product is: [Cl:3][C:4]1[O:8][C:7]([CH:9]2[C:14]3=[C:15]4[N:31]([CH3:32])[C:30](=[O:33])[N:29]([CH3:34])[C:28](=[O:35])[C:16]4=[C:17]([C:18]4[S:19][CH:20]=[C:21]([CH2:23][OH:24])[N:22]=4)[N:13]3[CH2:12][CH2:11][S:10]2)=[CH:6][CH:5]=1. (2) Given the reactants [NH2:1][CH2:2][C:3]1[CH:4]=[C:5]([CH:9]2[O:14][C:13]3[CH:15]=[CH:16][CH:17]=[C:18]([C:19]#[N:20])[C:12]=3[O:11][CH2:10]2)[CH:6]=[N:7][CH:8]=1.FC(F)(F)C(O)=O.C(N(CC)C(C)C)(C)C.[CH2:37]([S:39](Cl)(=[O:41])=[O:40])[CH3:38], predict the reaction product. The product is: [C:19]([C:18]1[C:12]2[O:11][CH2:10][CH:9]([C:5]3[CH:4]=[C:3]([CH2:2][NH:1][S:39]([CH2:37][CH3:38])(=[O:41])=[O:40])[CH:8]=[N:7][CH:6]=3)[O:14][C:13]=2[CH:15]=[CH:16][CH:17]=1)#[N:20]. (3) Given the reactants C([N-]C(C)C)(C)C.[Li+].[N:9]1[CH:14]=[CH:13][CH:12]=[C:11]([CH3:15])[C:10]=1[CH3:16].C([O:19][CH:20]=[C:21]([C:27](OCC)=O)[C:22]([O:24][CH2:25][CH3:26])=[O:23])C.[Cl-].[NH4+], predict the reaction product. The product is: [CH3:15][C:11]1[C:10]2[N:9]([C:20](=[O:19])[C:21]([C:22]([O:24][CH2:25][CH3:26])=[O:23])=[CH:27][CH:16]=2)[CH:14]=[CH:13][CH:12]=1. (4) Given the reactants N1CCCC1.[H-].COCCO[Al+]OCCOC.[Na+].[H-].CC(C)([O-])C.[CH3:25][O:26][C:27]1[CH:28]=[C:29]([CH:34]=[CH:35][C:36]=1[N:37]1[CH:41]=[C:40]([CH3:42])[N:39]=[CH:38]1)[C:30](OC)=[O:31].[OH-].[Na+], predict the reaction product. The product is: [CH3:25][O:26][C:27]1[CH:28]=[C:29]([CH:34]=[CH:35][C:36]=1[N:37]1[CH:41]=[C:40]([CH3:42])[N:39]=[CH:38]1)[CH:30]=[O:31]. (5) The product is: [CH3:1][O:2][C:3]1[CH:4]=[CH:5][C:6]([C:15]([F:18])([F:16])[F:17])=[C:7]([C:9]2[CH:10]=[CH:11][N+:12]([O-:27])=[CH:13][CH:14]=2)[CH:8]=1. Given the reactants [CH3:1][O:2][C:3]1[CH:4]=[CH:5][C:6]([C:15]([F:18])([F:17])[F:16])=[C:7]([C:9]2[CH:14]=[CH:13][N:12]=[CH:11][CH:10]=2)[CH:8]=1.ClC1C=CC=C(C(OO)=[O:27])C=1.S([O-])([O-])=O.[Na+].[Na+], predict the reaction product. (6) The product is: [CH2:30]([S:32]([NH:35][C:21](=[O:22])[CH2:20][C:12]1[CH:13]=[C:14]([C:16]([F:19])([F:18])[F:17])[CH:15]=[C:10]([O:9][C:8]2[CH:24]=[CH:25][C:5]([S:2]([CH3:1])(=[O:3])=[O:4])=[CH:6][C:7]=2[C:26]([F:27])([F:28])[F:29])[CH:11]=1)(=[O:34])=[O:33])[CH3:31]. Given the reactants [CH3:1][S:2]([C:5]1[CH:25]=[CH:24][C:8]([O:9][C:10]2[CH:11]=[C:12]([CH2:20][C:21](O)=[O:22])[CH:13]=[C:14]([C:16]([F:19])([F:18])[F:17])[CH:15]=2)=[C:7]([C:26]([F:29])([F:28])[F:27])[CH:6]=1)(=[O:4])=[O:3].[CH2:30]([S:32]([NH2:35])(=[O:34])=[O:33])[CH3:31], predict the reaction product. (7) Given the reactants C1(CCC)C=CC=CC=1.[CH:10]1([O:20][CH3:21])[CH:19]=[C:15]([CH2:16][CH:17]=[CH2:18])[CH:14]=[CH:13][CH:11]1[OH:12].[CH2:22]1[O:30][C:29]2[CH:28]=[CH:27][C:26]([CH2:31][CH2:32][CH3:33])=[CH:25][C:24]=2[O:23]1.[CH3:34][O:35][C:36]1[CH:41]=[CH:40][C:39]([CH2:42][CH2:43][CH3:44])=[CH:38][CH:37]=1, predict the reaction product. The product is: [C:10]1([O:20][CH3:21])[C:11](=[CH:13][CH:14]=[C:15]([CH:19]=1)[CH2:16][CH:17]=[CH2:18])[OH:12].[O:30]1[C:29]2[C:24](=[CH:25][C:26](=[CH:27][CH:28]=2)[CH2:31][CH:32]=[CH2:33])[O:23][CH2:22]1.[C:36]1([O:35][CH3:34])[CH:41]=[CH:40][C:39]([CH:42]=[CH:43][CH3:44])=[CH:38][CH:37]=1. (8) Given the reactants [CH2:1]([N:3](CC)[CH2:4]C)C.Cl.CNC.[CH2:12]([CH:16]([CH2:20][C:21]1[CH:26]=[CH:25][C:24]([O:27][CH2:28][CH2:29][NH:30][C:31]([C:33]2[CH:38]=[CH:37][C:36]([C:39]3[CH:44]=[CH:43][C:42]([CH:45]=O)=[CH:41][CH:40]=3)=[CH:35][CH:34]=2)=[O:32])=[CH:23][CH:22]=1)[C:17]([OH:19])=[O:18])[CH2:13][CH2:14][CH3:15].[BH4-].[Na+], predict the reaction product. The product is: [CH2:12]([CH:16]([CH2:20][C:21]1[CH:26]=[CH:25][C:24]([O:27][CH2:28][CH2:29][NH:30][C:31]([C:33]2[CH:38]=[CH:37][C:36]([C:39]3[CH:44]=[CH:43][C:42]([CH2:45][N:3]([CH3:4])[CH3:1])=[CH:41][CH:40]=3)=[CH:35][CH:34]=2)=[O:32])=[CH:23][CH:22]=1)[C:17]([OH:19])=[O:18])[CH2:13][CH2:14][CH3:15]. (9) Given the reactants C(OCC)(=O)C.Cl.C(OC([NH:15][C:16]1[C:17]([NH:21][C:22]([C:24]2[CH:29]=[CH:28][C:27]([CH2:30][N:31]([CH2:45][CH2:46][N:47]([CH3:49])[CH3:48])[C:32]([NH:34][C:35]3[CH:44]=[CH:43][C:38]4[O:39][CH2:40][CH2:41][O:42][C:37]=4[CH:36]=3)=[O:33])=[CH:26][N:25]=2)=[O:23])=[CH:18][S:19][CH:20]=1)=O)(C)(C)C.C(OCC)(=O)C.C(=O)([O-])O.[Na+], predict the reaction product. The product is: [NH2:15][C:16]1[C:17]([NH:21][C:22]([C:24]2[CH:29]=[CH:28][C:27]([CH2:30][N:31]([CH2:45][CH2:46][N:47]([CH3:49])[CH3:48])[C:32]([NH:34][C:35]3[CH:44]=[CH:43][C:38]4[O:39][CH2:40][CH2:41][O:42][C:37]=4[CH:36]=3)=[O:33])=[CH:26][N:25]=2)=[O:23])=[CH:18][S:19][CH:20]=1.